The task is: Predict the product of the given reaction.. This data is from Forward reaction prediction with 1.9M reactions from USPTO patents (1976-2016). Given the reactants [CH2:1]([O:3][C:4]1[CH:9]=[CH:8][CH:7]=[C:6]([N+:10]([O-])=O)[C:5]=1[CH3:13])[CH3:2].[H][H], predict the reaction product. The product is: [CH2:1]([O:3][C:4]1[C:5]([CH3:13])=[C:6]([CH:7]=[CH:8][CH:9]=1)[NH2:10])[CH3:2].